This data is from Reaction yield outcomes from USPTO patents with 853,638 reactions. The task is: Predict the reaction yield, written as a fraction of the theoretical maximum amount of product (1.0 means a 100% yield; for example, 0.34 means a 34% yield). The reactants are C([O:3][CH2:4][CH2:5][O:6][NH:7][C:8]([C:10]1[CH:15]=[CH:14][C:13](=[O:16])[N:12]([CH3:17])[C:11]=1[NH:18][C:19]1[CH:24]=[CH:23][C:22]([CH3:25])=[CH:21][C:20]=1[F:26])=[O:9])=C.Cl.[OH-].[Na+]. The catalyst is C(O)C.CCOC(C)=O.O. The product is [OH:3][CH2:4][CH2:5][O:6][NH:7][C:8]([C:10]1[CH:15]=[CH:14][C:13](=[O:16])[N:12]([CH3:17])[C:11]=1[NH:18][C:19]1[CH:24]=[CH:23][C:22]([CH3:25])=[CH:21][C:20]=1[F:26])=[O:9]. The yield is 1.00.